Predict the product of the given reaction. From a dataset of Forward reaction prediction with 1.9M reactions from USPTO patents (1976-2016). (1) Given the reactants [Cl:1][C:2]1[CH:7]=[CH:6][C:5]([C:8]2[C:17]3[C:12](=[CH:13][C:14]([S:18]([O:21]C4C(F)=C(F)C(F)=C(F)C=4F)(=O)=[O:19])=[CH:15][CH:16]=3)[N:11]=[CH:10][N:9]=2)=[C:4]([O:33][CH3:34])[CH:3]=1.[S:35]1[CH:39]=[N:38][N:37]=[C:36]1[NH2:40].ClC1C=C(C2C3C(=CC(S(OC4C(F)=C(F)C(F)=C(F)C=4F)(=O)=O)=CC=3)N=CN=2)C(OC)=CC=1C1C=CC=C(F)C=1.S1C(N)=NC=N1, predict the reaction product. The product is: [Cl:1][C:2]1[CH:7]=[CH:6][C:5]([C:8]2[C:17]3[C:12](=[CH:13][C:14]([S:18]([NH:40][C:36]4[S:35][CH:39]=[N:38][N:37]=4)(=[O:21])=[O:19])=[CH:15][CH:16]=3)[N:11]=[CH:10][N:9]=2)=[C:4]([O:33][CH3:34])[CH:3]=1. (2) The product is: [CH3:27][C:24]1[CH:25]=[CH:26][C:21]([S:20][C:15]2[CH:16]=[CH:17][CH:18]=[CH:19][C:14]=2[N:11]2[CH2:10][CH2:9][NH:8][CH2:13][CH2:12]2)=[C:22]([CH3:28])[CH:23]=1.[BrH:29]. Given the reactants C([N:8]1[CH2:13][CH2:12][N:11]([C:14]2[CH:19]=[CH:18][CH:17]=[CH:16][C:15]=2[S:20][C:21]2[CH:26]=[CH:25][C:24]([CH3:27])=[CH:23][C:22]=2[CH3:28])[CH2:10][CH2:9]1)C1C=CC=CC=1.[BrH:29].[OH-].[Na+], predict the reaction product. (3) Given the reactants C(OC(=O)[NH:7][CH2:8][CH:9]([C:24]1[CH:29]=[CH:28][CH:27]=[CH:26][CH:25]=1)[CH2:10][NH:11][C:12]1[CH:21]=[C:20]([O:22]C)[C:19]2[C:14](=[CH:15][CH:16]=[CH:17][CH:18]=2)[N:13]=1)(C)(C)C.[ClH:31], predict the reaction product. The product is: [ClH:31].[ClH:31].[NH2:7][CH2:8][CH:9]([C:24]1[CH:29]=[CH:28][CH:27]=[CH:26][CH:25]=1)[CH2:10][NH:11][C:12]1[NH:13][C:14]2[C:19]([C:20](=[O:22])[CH:21]=1)=[CH:18][CH:17]=[CH:16][CH:15]=2. (4) Given the reactants [NH2:1][C:2]1[CH:7]=[CH:6][C:5]([Br:8])=[CH:4][N:3]=1.[Cl:9]N1C(=O)CCC1=O.[OH-].[Na+], predict the reaction product. The product is: [Br:8][C:5]1[CH:6]=[C:7]([Cl:9])[C:2]([NH2:1])=[N:3][CH:4]=1. (5) Given the reactants Br[C:2]1[C:11]([O:12][CH3:13])=[CH:10][CH:9]=[C:8]2[C:3]=1[CH:4]=[CH:5][N:6]=[C:7]2[O:14][CH:15]1[CH2:32][CH:31]2[N:17]([C:18](=[O:44])[N:19]([CH3:43])[CH2:20][CH2:21][CH2:22][CH2:23][CH:24]=[CH:25][CH:26]3[C:28]([C:34]([NH:36][S:37]([CH:40]4[CH2:42][CH2:41]4)(=[O:39])=[O:38])=[O:35])([NH:29][C:30]2=[O:33])[CH2:27]3)[CH2:16]1.C[C:46]1[N:51]=[CH:50][C:49](B(O)O)=[CH:48][CH:47]=1.[C:55](=O)([O-])[O-].[Na+].[Na+], predict the reaction product. The product is: [CH3:55][C:48]1[CH:47]=[CH:46][N:51]=[CH:50][C:49]=1[C:2]1[C:11]([O:12][CH3:13])=[CH:10][CH:9]=[C:8]2[C:3]=1[CH:4]=[CH:5][N:6]=[C:7]2[O:14][CH:15]1[CH2:32][CH:31]2[N:17]([C:18](=[O:44])[N:19]([CH3:43])[CH2:20][CH2:21][CH2:22][CH2:23][CH:24]=[CH:25][CH:26]3[C:28]([C:34]([NH:36][S:37]([CH:40]4[CH2:41][CH2:42]4)(=[O:39])=[O:38])=[O:35])([NH:29][C:30]2=[O:33])[CH2:27]3)[CH2:16]1. (6) Given the reactants C[O:2][C:3]([C:5]1[CH:10]=[CH:9][C:8](=[O:11])[N:7]([CH2:12][C:13]2[CH:18]=[CH:17][C:16]([O:19][CH3:20])=[CH:15][CH:14]=2)[CH:6]=1)=[O:4].[OH-].[Li+], predict the reaction product. The product is: [CH3:20][O:19][C:16]1[CH:15]=[CH:14][C:13]([CH2:12][N:7]2[C:8](=[O:11])[CH:9]=[CH:10][C:5]([C:3]([OH:4])=[O:2])=[CH:6]2)=[CH:18][CH:17]=1.